From a dataset of Reaction yield outcomes from USPTO patents with 853,638 reactions. Predict the reaction yield, written as a fraction of the theoretical maximum amount of product (1.0 means a 100% yield; for example, 0.34 means a 34% yield). The reactants are Br[C:2]1[C:11]2[CH2:10][N:9]([CH3:12])[CH2:8][CH2:7][C:6]=2[C:5]([NH2:13])=[C:4]([N+:14]([O-])=O)[CH:3]=1. The catalyst is CO.[Pd]. The product is [CH3:12][N:9]1[CH2:8][CH2:7][C:6]2[C:11](=[CH:2][CH:3]=[C:4]([NH2:14])[C:5]=2[NH2:13])[CH2:10]1. The yield is 0.480.